This data is from Peptide-MHC class II binding affinity with 134,281 pairs from IEDB. The task is: Regression. Given a peptide amino acid sequence and an MHC pseudo amino acid sequence, predict their binding affinity value. This is MHC class II binding data. (1) The binding affinity (normalized) is 0.557. The peptide sequence is YDKFHANVSTVLTGK. The MHC is DRB1_0401 with pseudo-sequence DRB1_0401. (2) The peptide sequence is RRNVATLQAENVTGL. The MHC is DRB1_0701 with pseudo-sequence DRB1_0701. The binding affinity (normalized) is 0.453. (3) The peptide sequence is LGGLWTAVSPHLSPL. The MHC is DRB3_0101 with pseudo-sequence DRB3_0101. The binding affinity (normalized) is 0.337. (4) The peptide sequence is MNIKLQMPLYVAGYK. The MHC is HLA-DQA10101-DQB10501 with pseudo-sequence HLA-DQA10101-DQB10501. The binding affinity (normalized) is 0.254. (5) The peptide sequence is SLKTALTGAMRVTKD. The MHC is DRB1_0701 with pseudo-sequence DRB1_0701. The binding affinity (normalized) is 0.628. (6) The peptide sequence is QVAFSYFPPPAAKED. The MHC is HLA-DPA10201-DPB10501 with pseudo-sequence HLA-DPA10201-DPB10501. The binding affinity (normalized) is 0.0221.